Dataset: hERG potassium channel inhibition data for cardiac toxicity prediction from Karim et al.. Task: Regression/Classification. Given a drug SMILES string, predict its toxicity properties. Task type varies by dataset: regression for continuous values (e.g., LD50, hERG inhibition percentage) or binary classification for toxic/non-toxic outcomes (e.g., AMES mutagenicity, cardiotoxicity, hepatotoxicity). Dataset: herg_karim. (1) The drug is CC(C)N1CCC(Oc2ccc(N3CCN(C(=O)c4ccc(C#N)cc4)CC3=O)cc2)CC1.O=CO. The result is 0 (non-blocker). (2) The result is 0 (non-blocker). The compound is COc1cc(N2C(=O)N(c3ccc(-c4coc(C(=O)O)c4)cc3)C(=O)C23CCN(Cc2ncccc2C)CC3)ncn1. (3) The molecule is CNC(=O)c1ccc(CC(=O)N(C)C2CCN(Cc3ccc(C(F)(F)F)cc3)CC2)cc1. The result is 1 (blocker). (4) The molecule is CC(C)Oc1cc2ncc(C(N)=O)c(Nc3ccc(F)cc3F)c2cc1N1CCN(C)CC1. The result is 0 (non-blocker). (5) The drug is N#Cc1ccc(Cn2cncc2CNC2CCN(C(=O)c3cccnc3N)C2)cc1. The result is 0 (non-blocker). (6) The compound is O[C@H](CNC[C@@H](O)[C@H]1CCc2cc(F)ccc2O1)[C@H]1CCc2cc(F)ccc2O1. The result is 1 (blocker).